This data is from Full USPTO retrosynthesis dataset with 1.9M reactions from patents (1976-2016). The task is: Predict the reactants needed to synthesize the given product. Given the product [NH2:1][C:2]1[N:3]=[CH:4][C:5]([C:8]2[C:9]([F:19])=[C:10]([C:11]([CH:14]3[CH2:15][CH2:16][CH2:17]3)=[CH:12][CH:13]=2)[O:18][CH2:21][C:22]([O:24][C:25]([CH3:28])([CH3:27])[CH3:26])=[O:23])=[N:6][CH:7]=1, predict the reactants needed to synthesize it. The reactants are: [NH2:1][C:2]1[N:3]=[CH:4][C:5]([C:8]2[C:9]([F:19])=[C:10]([OH:18])[C:11]([CH:14]3[CH2:17][CH2:16][CH2:15]3)=[CH:12][CH:13]=2)=[N:6][CH:7]=1.Br[CH2:21][C:22]([O:24][C:25]([CH3:28])([CH3:27])[CH3:26])=[O:23].[OH-].[K+].